Dataset: hERG potassium channel inhibition data for cardiac toxicity prediction from Karim et al.. Task: Regression/Classification. Given a drug SMILES string, predict its toxicity properties. Task type varies by dataset: regression for continuous values (e.g., LD50, hERG inhibition percentage) or binary classification for toxic/non-toxic outcomes (e.g., AMES mutagenicity, cardiotoxicity, hepatotoxicity). Dataset: herg_karim. (1) The molecule is COc1cc2nc(nc(N)c2cc1OC)N1CCN(CC1)C(=O)c1ccco1. The result is 1 (blocker). (2) The result is 1 (blocker). The molecule is CCCCN(Cc1cncn1Cc1ccc(C#N)cc1)[C@H]1CCN(Cc2ccccc2)C1=O.